From a dataset of Full USPTO retrosynthesis dataset with 1.9M reactions from patents (1976-2016). Predict the reactants needed to synthesize the given product. (1) The reactants are: [CH3:1][O:2][C:3]1[CH:12]=[CH:11][C:6]2[N:7]=[C:8]([NH2:10])[S:9][C:5]=2[CH:4]=1.Br[CH2:14][C:15]([C:17]1[CH:22]=[CH:21][C:20]([N+:23]([O-])=O)=[CH:19][CH:18]=1)=O.Cl[Sn]Cl. Given the product [CH3:1][O:2][C:3]1[CH:12]=[CH:11][C:6]2[N:7]3[CH:14]=[C:15]([C:17]4[CH:22]=[CH:21][C:20]([NH2:23])=[CH:19][CH:18]=4)[N:10]=[C:8]3[S:9][C:5]=2[CH:4]=1, predict the reactants needed to synthesize it. (2) The reactants are: [Li+].[OH-].C([O:5][C:6]([C:8]1[C:9]([Cl:19])=[C:10]([CH3:18])[C:11](=[O:17])[N:12]2[C:16]=1[CH2:15][CH2:14][CH2:13]2)=[O:7])C.CO. Given the product [Cl:19][C:9]1[C:8]([C:6]([OH:7])=[O:5])=[C:16]2[N:12]([CH2:13][CH2:14][CH2:15]2)[C:11](=[O:17])[C:10]=1[CH3:18], predict the reactants needed to synthesize it. (3) The reactants are: I[C:2]1[CH:7]=[C:6]([CH3:8])[C:5]([C:9]2[C:14]([CH3:15])=[CH:13][N:12]=[CH:11][C:10]=2[CH3:16])=[C:4]([CH3:17])[CH:3]=1.[C:18]([C:22]1[CH:27]=[C:26]([CH:28]=[CH2:29])[CH:25]=[C:24]([C:30]([CH3:33])([CH3:32])[CH3:31])[C:23]=1[OH:34])([CH3:21])([CH3:20])[CH3:19].C1C=CC(P(C2C=CC=CC=2)C2C=CC=CC=2)=CC=1. Given the product [C:18]([C:22]1[CH:27]=[C:26]([CH:28]=[CH:29][C:2]2[CH:7]=[C:6]([CH3:8])[C:5]([C:9]3[C:14]([CH3:15])=[CH:13][N:12]=[CH:11][C:10]=3[CH3:16])=[C:4]([CH3:17])[CH:3]=2)[CH:25]=[C:24]([C:30]([CH3:33])([CH3:32])[CH3:31])[C:23]=1[OH:34])([CH3:21])([CH3:20])[CH3:19], predict the reactants needed to synthesize it. (4) Given the product [O:6]=[C:2]([CH3:1])[CH2:3][C:4]([NH:15][CH2:7][CH2:8][C:9]1[CH:14]=[CH:13][CH:12]=[CH:11][CH:10]=1)=[O:5], predict the reactants needed to synthesize it. The reactants are: [CH2:1]=[C:2]1[O:6][C:4](=[O:5])[CH2:3]1.[CH2:7]([NH2:15])[CH2:8][C:9]1[CH:14]=[CH:13][CH:12]=[CH:11][CH:10]=1. (5) Given the product [C:29]([C:28]1[CH:31]=[CH:32][C:25]([NH:1][C:2]2[CH:3]=[CH:4][C:5]([CH2:8][NH:9][C:10]([C:12]3([NH:15][C:16]([C:18]4[CH:19]=[N:20][CH:21]=[N:22][CH:23]=4)=[O:17])[CH2:14][CH2:13]3)=[O:11])=[N:6][CH:7]=2)=[C:26]([C:33]([F:34])([F:35])[F:36])[CH:27]=1)#[N:30], predict the reactants needed to synthesize it. The reactants are: [NH2:1][C:2]1[CH:3]=[CH:4][C:5]([CH2:8][NH:9][C:10]([C:12]2([NH:15][C:16]([C:18]3[CH:19]=[N:20][CH:21]=[N:22][CH:23]=3)=[O:17])[CH2:14][CH2:13]2)=[O:11])=[N:6][CH:7]=1.F[C:25]1[CH:32]=[CH:31][C:28]([C:29]#[N:30])=[CH:27][C:26]=1[C:33]([F:36])([F:35])[F:34].CC(C)([O-])C.[K+]. (6) Given the product [OH:1][C@H:2]1[CH2:19][CH2:18][C@@:17]2([CH3:20])[C@@H:4]([CH2:5][CH2:6][C@:7]3([CH3:31])[CH:16]2[CH2:15][CH2:14][C@H:13]2[C@@:8]3([CH3:30])[CH2:9][CH2:10][C@@:11]3([C:27]([O:29][CH3:36])=[O:28])[CH2:23][CH2:22][C@@H:21]([C:24]([CH3:26])=[CH2:25])[C@@H:12]32)[C:3]1([CH3:33])[CH3:32], predict the reactants needed to synthesize it. The reactants are: [OH:1][C@H:2]1[CH2:19][CH2:18][C@@:17]2([CH3:20])[C@@H:4]([CH2:5][CH2:6][C@:7]3([CH3:31])[CH:16]2[CH2:15][CH2:14][C@H:13]2[C@@:8]3([CH3:30])[CH2:9][CH2:10][C@@:11]3([C:27]([OH:29])=[O:28])[CH2:23][CH2:22][C@@H:21]([C:24]([CH3:26])=[CH2:25])[C@@H:12]32)[C:3]1([CH3:33])[CH3:32].[N+](=[CH:36][Si](C)(C)C)=[N-]. (7) Given the product [OH:7][C:8]1[C:25]([OH:29])=[CH:24][C:11]2[S:12][C:13]([C:16]([N:18]3[CH2:19][CH2:20][O:21][CH2:22][CH2:23]3)=[O:17])=[C:14]([CH3:15])[C:10]=2[C:9]=1[C:26]#[N:27], predict the reactants needed to synthesize it. The reactants are: B(Br)(Br)Br.C([O:7][C:8]1[CH:25]=[CH:24][C:11]2[S:12][C:13]([C:16]([N:18]3[CH2:23][CH2:22][O:21][CH2:20][CH2:19]3)=[O:17])=[C:14]([CH3:15])[C:10]=2[C:9]=1[C:26]#[N:27])C.C[OH:29].